This data is from Catalyst prediction with 721,799 reactions and 888 catalyst types from USPTO. The task is: Predict which catalyst facilitates the given reaction. (1) Reactant: I[C:2]1[CH:7]=[CH:6][CH:5]=[C:4]([C:8]([F:11])([F:10])[F:9])[CH:3]=1.[CH2:12]([OH:17])[CH2:13][CH2:14][C:15]#[CH:16]. Product: [F:9][C:8]([F:11])([F:10])[C:4]1[CH:3]=[C:2]([C:16]#[C:15][CH2:14][CH2:13][CH2:12][OH:17])[CH:7]=[CH:6][CH:5]=1. The catalyst class is: 73. (2) Reactant: [C:1]([CH2:3][CH2:4][CH2:5][C:6]([OH:8])=O)#[N:2].CN(C(ON1N=NC2C=CC=NC1=2)=[N+](C)C)C.F[P-](F)(F)(F)(F)F.[C:33]1([C:39]2[N:40]=[C:41]([C:44]3([CH2:50][NH2:51])[CH2:49][CH2:48][O:47][CH2:46][CH2:45]3)[S:42][CH:43]=2)[CH:38]=[CH:37][CH:36]=[CH:35][CH:34]=1.CN1CCOCC1. Product: [C:1]([CH2:3][CH2:4][CH2:5][C:6]([NH:51][CH2:50][C:44]1([C:41]2[S:42][CH:43]=[C:39]([C:33]3[CH:38]=[CH:37][CH:36]=[CH:35][CH:34]=3)[N:40]=2)[CH2:49][CH2:48][O:47][CH2:46][CH2:45]1)=[O:8])#[N:2]. The catalyst class is: 31.